Dataset: Catalyst prediction with 721,799 reactions and 888 catalyst types from USPTO. Task: Predict which catalyst facilitates the given reaction. (1) Reactant: C(O[C:4](=[O:35])[CH2:5][N:6]1[CH2:11][CH2:10][N:9]([C:12]2[CH:21]=[CH:20][C:19]([O:22][CH3:23])=[C:18]3[C:13]=2[CH:14]=[CH:15][C:16]([C:24]([F:27])([F:26])[F:25])=[N:17]3)[CH2:8][C@@H:7]1[CH2:28][C:29]1[CH:34]=[CH:33][CH:32]=[CH:31][CH:30]=1)C.[NH3:36].[C-]#N.[Na+]. Product: [CH2:28]([C@H:7]1[CH2:8][N:9]([C:12]2[CH:21]=[CH:20][C:19]([O:22][CH3:23])=[C:18]3[C:13]=2[CH:14]=[CH:15][C:16]([C:24]([F:26])([F:25])[F:27])=[N:17]3)[CH2:10][CH2:11][N:6]1[CH2:5][C:4]([NH2:36])=[O:35])[C:29]1[CH:30]=[CH:31][CH:32]=[CH:33][CH:34]=1. The catalyst class is: 5. (2) Reactant: C[O:2][C:3](=[O:32])[C@H:4]([NH:12][C:13]([O:15][CH2:16][C:17]1[NH:18][C:19]2[C:24]([CH:25]=1)=[CH:23][C:22]([C:26]1[CH:31]=[CH:30][CH:29]=[CH:28][CH:27]=1)=[CH:21][CH:20]=2)=[O:14])[CH2:5][C:6]1[CH:11]=[CH:10][CH:9]=[CH:8][CH:7]=1.O.[OH-].[Li+]. Product: [C:26]1([C:22]2[CH:23]=[C:24]3[C:19](=[CH:20][CH:21]=2)[NH:18][C:17]([CH2:16][O:15][C:13]([NH:12][C@H:4]([CH2:5][C:6]2[CH:7]=[CH:8][CH:9]=[CH:10][CH:11]=2)[C:3]([OH:32])=[O:2])=[O:14])=[CH:25]3)[CH:27]=[CH:28][CH:29]=[CH:30][CH:31]=1. The catalyst class is: 24. (3) Reactant: Cl[C:2]1[N:7]([CH3:8])[C:6](=[O:9])[CH:5]=[C:4]([C:10]2[CH:15]=[CH:14][N:13]=[CH:12][CH:11]=2)[N:3]=1.[CH2:16]1[CH:21]2[C:22]3[C:27]([CH2:28][CH2:29][N:20]2[C:19](=[O:30])[CH2:18][NH:17]1)=[CH:26][CH:25]=[CH:24][CH:23]=3.C(N(CC)CC)C. Product: [CH3:8][N:7]1[C:6](=[O:9])[CH:5]=[C:4]([C:10]2[CH:15]=[CH:14][N:13]=[CH:12][CH:11]=2)[N:3]=[C:2]1[N:17]1[CH2:18][C:19](=[O:30])[N:20]2[CH2:29][CH2:28][C:27]3[C:22]([CH:21]2[CH2:16]1)=[CH:23][CH:24]=[CH:25][CH:26]=3. The catalyst class is: 9.